From a dataset of NCI-60 drug combinations with 297,098 pairs across 59 cell lines. Regression. Given two drug SMILES strings and cell line genomic features, predict the synergy score measuring deviation from expected non-interaction effect. Drug 1: CC1=C(C=C(C=C1)NC2=NC=CC(=N2)N(C)C3=CC4=NN(C(=C4C=C3)C)C)S(=O)(=O)N.Cl. Drug 2: CCC1=CC2CC(C3=C(CN(C2)C1)C4=CC=CC=C4N3)(C5=C(C=C6C(=C5)C78CCN9C7C(C=CC9)(C(C(C8N6C)(C(=O)OC)O)OC(=O)C)CC)OC)C(=O)OC.C(C(C(=O)O)O)(C(=O)O)O. Cell line: KM12. Synergy scores: CSS=60.1, Synergy_ZIP=16.7, Synergy_Bliss=13.8, Synergy_Loewe=-25.2, Synergy_HSA=15.6.